This data is from Forward reaction prediction with 1.9M reactions from USPTO patents (1976-2016). The task is: Predict the product of the given reaction. (1) Given the reactants [CH3:1][O:2][C:3]1[CH:12]=[C:11]2[C:6]([CH:7]([CH2:15][CH2:16][C:17]3[CH:22]=[CH:21][CH:20]=[CH:19][CH:18]=3)[CH2:8][N:9](C=O)[CH2:10]2)=[CH:5][CH:4]=1.[OH-].[Na+], predict the reaction product. The product is: [CH3:1][O:2][C:3]1[CH:12]=[C:11]2[C:6]([CH:7]([CH2:15][CH2:16][C:17]3[CH:22]=[CH:21][CH:20]=[CH:19][CH:18]=3)[CH2:8][NH:9][CH2:10]2)=[CH:5][CH:4]=1. (2) Given the reactants Cl[S:2]([CH:5]1[CH2:10][CH2:9][N:8]([C:11]([O:13][CH2:14][C:15]2[CH:20]=[CH:19][CH:18]=[CH:17][CH:16]=2)=[O:12])[CH2:7][CH2:6]1)(=[O:4])=[O:3].[CH3:21][NH2:22], predict the reaction product. The product is: [CH3:21][NH:22][S:2]([CH:5]1[CH2:10][CH2:9][N:8]([C:11]([O:13][CH2:14][C:15]2[CH:20]=[CH:19][CH:18]=[CH:17][CH:16]=2)=[O:12])[CH2:7][CH2:6]1)(=[O:4])=[O:3]. (3) Given the reactants C([O:4][C:5]1[N:10]=[C:9]([N:11]2[CH2:16][CH2:15][CH:14]([CH2:17][OH:18])[CH2:13][CH2:12]2)[N:8]=[C:7]([C:19]([O:21][CH2:22][CH3:23])=[O:20])[C:6]=1[O:24][CH2:25][C:26]1[CH:31]=[CH:30][CH:29]=[CH:28][CH:27]=1)C=C.N#N, predict the reaction product. The product is: [CH2:25]([O:24][C:6]1[C:5](=[O:4])[NH:10][C:9]([N:11]2[CH2:12][CH2:13][CH:14]([CH2:17][OH:18])[CH2:15][CH2:16]2)=[N:8][C:7]=1[C:19]([O:21][CH2:22][CH3:23])=[O:20])[C:26]1[CH:31]=[CH:30][CH:29]=[CH:28][CH:27]=1. (4) Given the reactants [NH2:1][CH2:2][C:3]([C:10]1[CH2:15][CH2:14][CH2:13][CH2:12][CH:11]=1)([CH3:9])[C:4]([O:6][CH2:7][CH3:8])=[O:5].NCC(C1CCCCC1)(C)C(OCC)=O.[C:31]1([CH:37]2[CH2:39][O:38]2)[CH:36]=[CH:35][CH:34]=[CH:33][CH:32]=1.C(N(C(C)C)CC)(C)C, predict the reaction product. The product is: [C:10]1([C:3]([CH3:9])([CH2:2][NH:1][CH2:39][CH:37]([OH:38])[C:31]2[CH:36]=[CH:35][CH:34]=[CH:33][CH:32]=2)[C:4]([O:6][CH2:7][CH3:8])=[O:5])[CH2:15][CH2:14][CH2:13][CH2:12][CH:11]=1. (5) Given the reactants [CH3:1][O:2][C:3](=[O:14])[C:4]1[CH:9]=[CH:8][C:7]([O:10][CH2:11][CH2:12]Br)=[CH:6][CH:5]=1.Cl.[Cl:16][C:17]1[CH:18]=[C:19]2[C:23](=[CH:24][CH:25]=1)[NH:22][C:21]([C:26]1[CH:27]=[N:28][CH:29]=[CH:30][CH:31]=1)=[C:20]2[CH3:32], predict the reaction product. The product is: [CH3:1][O:2][C:3](=[O:14])[C:4]1[CH:9]=[CH:8][C:7]([O:10][CH2:11][CH2:12][N:22]2[C:23]3[C:19](=[CH:18][C:17]([Cl:16])=[CH:25][CH:24]=3)[C:20]([CH3:32])=[C:21]2[C:26]2[CH:27]=[N:28][CH:29]=[CH:30][CH:31]=2)=[CH:6][CH:5]=1. (6) Given the reactants [CH3:1][O:2][C:3]1[CH:8]=[C:7]([CH2:9][O:10][CH3:11])[CH:6]=[C:5]([O:12][CH3:13])[C:4]=1[C:14]1[N:15]2[N:21]=[C:20]([O:22][CH3:23])[C:19]([N:24]([CH2:31][CH2:32][CH2:33][CH2:34][CH3:35])[CH:25]3[CH2:30][CH2:29][O:28][CH2:27][CH2:26]3)=[C:16]2[S:17][CH:18]=1.[CH3:36][S:37]([OH:40])(=[O:39])=[O:38], predict the reaction product. The product is: [CH3:36][S:37]([OH:40])(=[O:39])=[O:38].[CH3:13][O:12][C:5]1[CH:6]=[C:7]([CH2:9][O:10][CH3:11])[CH:8]=[C:3]([O:2][CH3:1])[C:4]=1[C:14]1[N:15]2[N:21]=[C:20]([O:22][CH3:23])[C:19]([N:24]([CH2:31][CH2:32][CH2:33][CH2:34][CH3:35])[CH:25]3[CH2:30][CH2:29][O:28][CH2:27][CH2:26]3)=[C:16]2[S:17][CH:18]=1. (7) The product is: [F:17][C:18]1[CH:27]=[CH:26][C:21]([C:22]2[N:25]=[C:4]([C:3]([CH3:9])([CH3:8])[C:1]#[N:2])[NH:6][N:7]=2)=[CH:20][CH:19]=1. Given the reactants [C:1]([C:3]([CH3:9])([CH3:8])[C:4]([NH:6][NH2:7])=O)#[N:2].CCN(CC)CC.[F:17][C:18]1[CH:27]=[CH:26][C:21]([C:22](=[NH:25])OC)=[CH:20][CH:19]=1, predict the reaction product.